Task: Predict the reaction yield, written as a fraction of the theoretical maximum amount of product (1.0 means a 100% yield; for example, 0.34 means a 34% yield).. Dataset: Reaction yield outcomes from USPTO patents with 853,638 reactions (1) The reactants are C[O:2][C:3]([CH:5]1[CH2:10][CH2:9][N:8]([C:11]2[C:16]([NH:17][C:18](=[O:26])[C:19]3[CH:24]=[CH:23][CH:22]=[C:21]([Cl:25])[CH:20]=3)=[CH:15][C:14]([Cl:27])=[CH:13][N:12]=2)[CH2:7][CH2:6]1)=[O:4].O.[OH-].[Na+]. The catalyst is CO. The product is [Cl:27][C:14]1[CH:15]=[C:16]([NH:17][C:18](=[O:26])[C:19]2[CH:24]=[CH:23][CH:22]=[C:21]([Cl:25])[CH:20]=2)[C:11]([N:8]2[CH2:9][CH2:10][CH:5]([C:3]([OH:4])=[O:2])[CH2:6][CH2:7]2)=[N:12][CH:13]=1. The yield is 0.750. (2) The reactants are [C:1]([C:5]1[CH:6]=[C:7]([N:12]2[C:16]([CH2:17][CH:18]3[CH2:23][CH2:22][CH2:21][CH2:20][CH2:19]3)=[C:15]([Cl:24])[C:14]([C:25](Cl)=[O:26])=[N:13]2)[CH:8]=[C:9]([CH3:11])[CH:10]=1)([CH3:4])([CH3:3])[CH3:2].[NH3:28]. The catalyst is C(Cl)Cl. The product is [C:1]([C:5]1[CH:6]=[C:7]([N:12]2[C:16]([CH2:17][CH:18]3[CH2:23][CH2:22][CH2:21][CH2:20][CH2:19]3)=[C:15]([Cl:24])[C:14]([C:25]([NH2:28])=[O:26])=[N:13]2)[CH:8]=[C:9]([CH3:11])[CH:10]=1)([CH3:4])([CH3:3])[CH3:2]. The yield is 0.350.